This data is from Reaction yield outcomes from USPTO patents with 853,638 reactions. The task is: Predict the reaction yield, written as a fraction of the theoretical maximum amount of product (1.0 means a 100% yield; for example, 0.34 means a 34% yield). The reactants are C(OC([N:8]1[CH2:13][CH2:12][N:11]([C:14]2[CH:19]=[CH:18][CH:17]=[C:16]([Cl:20])[C:15]=2[O:21][CH3:22])[CH2:10][CH2:9]1)=O)(C)(C)C.C(O)(C(F)(F)F)=O. The catalyst is C(Cl)Cl. The product is [Cl:20][C:16]1[C:15]([O:21][CH3:22])=[C:14]([N:11]2[CH2:10][CH2:9][NH:8][CH2:13][CH2:12]2)[CH:19]=[CH:18][CH:17]=1. The yield is 0.720.